Dataset: Reaction yield outcomes from USPTO patents with 853,638 reactions. Task: Predict the reaction yield, written as a fraction of the theoretical maximum amount of product (1.0 means a 100% yield; for example, 0.34 means a 34% yield). (1) The reactants are Cl[C:2]1[N:7]=[CH:6][N:5]=[C:4]([NH2:8])[CH:3]=1.[C:9]1(B(O)O)[CH:14]=[CH:13][CH:12]=[CH:11][CH:10]=1.C(=O)([O-])[O-].[Na+].[Na+].C(O)C. The catalyst is C(COC)OC.Cl[Pd](Cl)([P](C1C=CC=CC=1)(C1C=CC=CC=1)C1C=CC=CC=1)[P](C1C=CC=CC=1)(C1C=CC=CC=1)C1C=CC=CC=1.O. The product is [C:9]1([C:2]2[N:7]=[CH:6][N:5]=[C:4]([NH2:8])[CH:3]=2)[CH:14]=[CH:13][CH:12]=[CH:11][CH:10]=1. The yield is 0.390. (2) The reactants are [NH2:1][C:2]1[CH:10]=[CH:9][CH:8]=[C:7]([O:11][CH3:12])[C:3]=1[C:4]([OH:6])=[O:5].[CH:13]([CH:15]=[CH2:16])=O. The catalyst is O1CCOCC1. The product is [CH3:12][O:11][C:7]1[C:3]([C:4]([OH:6])=[O:5])=[C:2]2[C:10]([CH:13]=[CH:15][CH:16]=[N:1]2)=[CH:9][CH:8]=1. The yield is 0.200. (3) The reactants are [CH3:1][O:2][CH:3]([O:20][CH3:21])[CH2:4][NH:5][CH:6]([C:12]1[CH:17]=[C:16]([CH3:18])[CH:15]=[CH:14][C:13]=1[F:19])[C:7]([O:9][CH2:10][CH3:11])=[O:8].[C:22](Cl)(=[O:24])[CH3:23]. The catalyst is CN(C1C=CN=CC=1)C.N1C=CC=CC=1.ClCCl. The product is [C:22]([N:5]([CH:6]([C:12]1[CH:17]=[C:16]([CH3:18])[CH:15]=[CH:14][C:13]=1[F:19])[C:7]([O:9][CH2:10][CH3:11])=[O:8])[CH2:4][CH:3]([O:20][CH3:21])[O:2][CH3:1])(=[O:24])[CH3:23]. The yield is 1.00. (4) The reactants are [C:1]([C:3]1([C:8]([O:10][CH3:11])=[O:9])[CH2:7][CH2:6][CH2:5][CH2:4]1)#[N:2].[BH4-].[Na+].[C:14]([O:18][C:19](O[C:19]([O:18][C:14]([CH3:17])([CH3:16])[CH3:15])=[O:20])=[O:20])([CH3:17])([CH3:16])[CH3:15]. The catalyst is CO.C(Cl)Cl.O.[Co](Cl)Cl. The product is [C:14]([O:18][C:19]([NH:2][CH2:1][C:3]1([C:8]([O:10][CH3:11])=[O:9])[CH2:7][CH2:6][CH2:5][CH2:4]1)=[O:20])([CH3:17])([CH3:16])[CH3:15]. The yield is 0.710. (5) The reactants are [CH:1]([C:4]1[C:8]([CH2:9][CH2:10][CH2:11][OH:12])=[CH:7][N:6]([C:13]2[CH:18]=[CH:17][C:16]([C:19]([F:22])([F:21])[F:20])=[CH:15][N:14]=2)[N:5]=1)([CH3:3])[CH3:2].O[C:24]1[CH:25]=[C:26]([O:35][CH3:36])[CH:27]=[C:28]([CH2:30][C:31]([O:33]C)=[O:32])[CH:29]=1.C(P(CCCC)CCCC)CCC.N(C(N1CCCCC1)=O)=NC(N1CCCCC1)=O. The catalyst is O1CCCC1. The product is [CH:1]([C:4]1[C:8]([CH2:9][CH2:10][CH2:11][O:12][C:24]2[CH:29]=[C:28]([CH2:30][C:31]([OH:33])=[O:32])[CH:27]=[C:26]([O:35][CH3:36])[CH:25]=2)=[CH:7][N:6]([C:13]2[CH:18]=[CH:17][C:16]([C:19]([F:21])([F:20])[F:22])=[CH:15][N:14]=2)[N:5]=1)([CH3:3])[CH3:2]. The yield is 0.870. (6) The reactants are Cl.[NH2:2][OH:3].[OH-].[Na+].[C:6]([Si:10]([CH3:17])([CH3:16])[O:11][CH2:12][CH2:13][CH:14]=O)([CH3:9])([CH3:8])[CH3:7]. The catalyst is O. The product is [C:6]([Si:10]([CH3:17])([CH3:16])[O:11][CH2:12][CH2:13][CH:14]=[N:2][OH:3])([CH3:9])([CH3:8])[CH3:7]. The yield is 0.700.